Predict the product of the given reaction. From a dataset of Forward reaction prediction with 1.9M reactions from USPTO patents (1976-2016). (1) Given the reactants [CH3:1][O:2][C:3]1[CH:8]=[CH:7][C:6]([O:9][CH2:10][O:11][CH3:12])=[CH:5][N:4]=1.C([Li])(C)(C)C.CCCCC.[F:23][C:24]([F:43])([F:42])[C:25]1[O:29][C:28]([CH2:30][N:31]2[C:39]3[C:34](=[CH:35][CH:36]=[CH:37][CH:38]=3)[C:33](=[O:40])[C:32]2=[O:41])=[CH:27][CH:26]=1.[Cl-].[NH4+], predict the reaction product. The product is: [OH:40][C:33]1([C:7]2[C:6]([O:9][CH2:10][O:11][CH3:12])=[CH:5][N:4]=[C:3]([O:2][CH3:1])[CH:8]=2)[C:34]2[C:39](=[CH:38][CH:37]=[CH:36][CH:35]=2)[N:31]([CH2:30][C:28]2[O:29][C:25]([C:24]([F:42])([F:23])[F:43])=[CH:26][CH:27]=2)[C:32]1=[O:41]. (2) Given the reactants I[C:2]1[C:11]2[C:6](=[CH:7][CH:8]=[CH:9][CH:10]=2)[C:5]([Br:12])=[CH:4][CH:3]=1.[CH2:13]([C:16]1[CH:21]=[CH:20][C:19]([C:22]#[CH:23])=[CH:18][CH:17]=1)[CH2:14][CH3:15].O.CCCCCCC, predict the reaction product. The product is: [Br:12][C:5]1[C:6]2[C:11](=[CH:10][CH:9]=[CH:8][CH:7]=2)[C:2]([C:23]#[C:22][C:19]2[CH:20]=[CH:21][C:16]([CH2:13][CH2:14][CH3:15])=[CH:17][CH:18]=2)=[CH:3][CH:4]=1. (3) Given the reactants Br[C:2]1[CH:7]=[C:6]([S:8]([F:13])([F:12])([F:11])([F:10])[F:9])[CH:5]=[C:4]([C:14]([O:18]C)(OC)[CH3:15])[CH:3]=1.O=O.[NH:22]1[CH2:26][CH2:25][CH2:24][CH2:23]1.CC(C)([O-])C.[Na+], predict the reaction product. The product is: [F:13][S:8]([F:10])([F:11])([F:12])([F:9])[C:6]1[CH:5]=[C:4]([C:14](=[O:18])[CH3:15])[CH:3]=[C:2]([N:22]2[CH2:26][CH2:25][CH2:24][CH2:23]2)[CH:7]=1. (4) Given the reactants [CH2:1]([N:3]([CH2:18]C)[CH2:4][CH2:5][O:6][C:7]1[CH:12]=[CH:11][C:10]([CH:13]([NH2:17])[CH2:14][CH2:15][CH3:16])=[CH:9][CH:8]=1)C.CN(C)CCOC1C=CC(C(=O)CCC)=CC=1, predict the reaction product. The product is: [CH3:18][N:3]([CH3:1])[CH2:4][CH2:5][O:6][C:7]1[CH:8]=[CH:9][C:10]([CH:13]([NH2:17])[CH2:14][CH2:15][CH3:16])=[CH:11][CH:12]=1. (5) The product is: [C:62]([NH:70][CH2:71][C@@H:72]([C@H:77]([OH:79])[CH3:78])[C:73]([O:75][CH3:76])=[O:74])(=[O:69])[C:63]1[CH:64]=[CH:65][CH:66]=[CH:67][CH:68]=1. Given the reactants P([O-])([O-])([O-])=O.O=C[C@@H]([C@H]([C@@H]([C@@H](CO)O)O)O)O.C1N=C(N)C2N=CN([C@@H]3O[C@H](COP(OP(OC[C@H]4O[C@@H](N5C=C(C(N)=O)CC=C5)[C@H](O)[C@@H]4O)(O)=O)(O)=O)[C@@H](O)[C@H]3O)C=2N=1.[C:62]([NH:70][CH2:71][CH:72]([C:77](=[O:79])[CH3:78])[C:73]([O:75][CH3:76])=[O:74])(=[O:69])[C:63]1[CH:68]=[CH:67][CH:66]=[CH:65][CH:64]=1, predict the reaction product. (6) Given the reactants C[O:2][C:3]1(OC)[CH2:6][CH:5]([CH2:7][N:8]2[CH2:12][CH2:11][CH2:10][CH2:9]2)[CH2:4]1.CC(C)=O.O.C1(C)C=CC(S(O)(=O)=O)=CC=1, predict the reaction product. The product is: [N:8]1([CH2:7][CH:5]2[CH2:4][C:3](=[O:2])[CH2:6]2)[CH2:12][CH2:11][CH2:10][CH2:9]1. (7) Given the reactants [CH:1]([O:4][C:5]1[CH:10]=[CH:9][C:8]([C:11]([N:13]2[CH2:18][CH2:17][C:16]3([O:23][CH2:22][CH:21]([C:24]4[CH:29]=[CH:28][CH:27]=[CH:26][CH:25]=4)[N:20](CC4C=CC(OC)=CC=4)[CH2:19]3)[CH2:15][CH2:14]2)=[O:12])=[CH:7][C:6]=1[O:39][CH3:40])([CH3:3])[CH3:2].C([O-])=O.[NH4+], predict the reaction product. The product is: [CH:1]([O:4][C:5]1[CH:10]=[CH:9][C:8]([C:11]([N:13]2[CH2:14][CH2:15][C:16]3([O:23][CH2:22][CH:21]([C:24]4[CH:29]=[CH:28][CH:27]=[CH:26][CH:25]=4)[NH:20][CH2:19]3)[CH2:17][CH2:18]2)=[O:12])=[CH:7][C:6]=1[O:39][CH3:40])([CH3:3])[CH3:2].